Dataset: Full USPTO retrosynthesis dataset with 1.9M reactions from patents (1976-2016). Task: Predict the reactants needed to synthesize the given product. Given the product [OH:17][C:18]1[CH:27]=[CH:26][C:25]2[CH:24]([C:28]([O:30][CH2:31][CH3:32])=[O:29])[N:23]([C:9]([O:11][C:12]([CH3:13])([CH3:14])[CH3:15])=[O:10])[CH2:22][CH2:21][C:20]=2[N:19]=1, predict the reactants needed to synthesize it. The reactants are: [CH3:13][C:12]([O:11][C:9](O[C:9]([O:11][C:12]([CH3:15])([CH3:14])[CH3:13])=[O:10])=[O:10])([CH3:15])[CH3:14].Cl.[OH:17][C:18]1[CH:27]=[CH:26][C:25]2[CH:24]([C:28]([O:30][CH2:31][CH3:32])=[O:29])[NH:23][CH2:22][CH2:21][C:20]=2[N:19]=1.C1COCC1.[Na+].[Cl-].